Dataset: Full USPTO retrosynthesis dataset with 1.9M reactions from patents (1976-2016). Task: Predict the reactants needed to synthesize the given product. (1) Given the product [NH:22]1[C:26]2[CH:27]=[CH:28][CH:29]=[CH:30][C:25]=2[N:24]=[C:23]1[NH:31][CH2:32][CH2:33][CH2:34][CH2:35][CH2:36][NH:37][C:17](=[O:19])[CH2:16][C:9]1[C:10]2[CH:15]=[CH:14][CH:13]=[CH:12][C:11]=2[N:5]([CH2:4][C:3]([OH:2])=[O:21])[C:6](=[O:20])[CH2:7][CH:8]=1, predict the reactants needed to synthesize it. The reactants are: C[O:2][C:3](=[O:21])[CH2:4][N:5]1[C:11]2[CH:12]=[CH:13][CH:14]=[CH:15][C:10]=2[C:9]([CH2:16][C:17]([OH:19])=O)=[CH:8][CH2:7][C:6]1=[O:20].[NH:22]1[C:26]2[CH:27]=[CH:28][CH:29]=[CH:30][C:25]=2[N:24]=[C:23]1[NH:31][CH2:32][CH2:33][CH2:34][CH2:35][CH2:36][NH2:37]. (2) Given the product [NH2:1][C:2]1[C:7]([C:8]#[N:9])=[C:6]([O:10][CH:11]([CH3:12])[CH3:13])[N:5]=[C:4]([NH:14][C:26](=[O:27])[CH2:25][C:18]2[CH:19]=[C:20]([O:23][CH3:24])[CH:21]=[CH:22][C:17]=2[O:16][CH3:15])[CH:3]=1, predict the reactants needed to synthesize it. The reactants are: [NH2:1][C:2]1[C:7]([C:8]#[N:9])=[C:6]([O:10][CH:11]([CH3:13])[CH3:12])[N:5]=[C:4]([NH2:14])[CH:3]=1.[CH3:15][O:16][C:17]1[CH:22]=[CH:21][C:20]([O:23][CH3:24])=[CH:19][C:18]=1[CH2:25][C:26](Cl)=[O:27].O.